Binary Classification. Given a miRNA mature sequence and a target amino acid sequence, predict their likelihood of interaction. From a dataset of Experimentally validated miRNA-target interactions with 360,000+ pairs, plus equal number of negative samples. The miRNA is ath-miR164a with sequence UGGAGAAGCAGGGCACGUGCA. The protein sequence of the target gene is MAFAPMGPEASFFDVLDRHRESLLAALRRGGREPPTGGSRLASSSEVLASIENIIQDIITSLARNEAPAFTIDNRSSWENIKFEDSVGLQMVSHCTTRKIKSDSPKSAQKFSLILKILSMIYKLVQSNTYATKRDIYYTDSQLFGNQTVVDNIINDISCMLKVSRRSLHILSTSKGLIAGNLRYIEEDGTKVNCTCGATAVAVPSNIQGIRNLVTDAKFVLIVEKDATFQRLLDDNFCNKLSPCIMITGKGVPDLNTRLLVKKLWDTFHVPVFTLVDADPHGIEIMCIYKYGSMSMSFEA.... Result: 0 (no interaction).